From a dataset of NCI-60 drug combinations with 297,098 pairs across 59 cell lines. Regression. Given two drug SMILES strings and cell line genomic features, predict the synergy score measuring deviation from expected non-interaction effect. (1) Drug 1: CCC1(C2=C(COC1=O)C(=O)N3CC4=CC5=C(C=CC(=C5CN(C)C)O)N=C4C3=C2)O.Cl. Drug 2: B(C(CC(C)C)NC(=O)C(CC1=CC=CC=C1)NC(=O)C2=NC=CN=C2)(O)O. Cell line: OVCAR-4. Synergy scores: CSS=61.8, Synergy_ZIP=-1.88, Synergy_Bliss=-0.535, Synergy_Loewe=-0.972, Synergy_HSA=-0.525. (2) Drug 1: C1CN1C2=NC(=NC(=N2)N3CC3)N4CC4. Cell line: SF-539. Drug 2: C1CC(=O)NC(=O)C1N2CC3=C(C2=O)C=CC=C3N. Synergy scores: CSS=54.7, Synergy_ZIP=-0.995, Synergy_Bliss=0.764, Synergy_Loewe=-5.20, Synergy_HSA=1.01. (3) Cell line: COLO 205. Drug 2: C1CN(P(=O)(OC1)NCCCl)CCCl. Synergy scores: CSS=6.43, Synergy_ZIP=-1.49, Synergy_Bliss=-6.49, Synergy_Loewe=-56.9, Synergy_HSA=-8.07. Drug 1: CC1C(C(CC(O1)OC2CC(CC3=C2C(=C4C(=C3O)C(=O)C5=C(C4=O)C(=CC=C5)OC)O)(C(=O)C)O)N)O.Cl. (4) Drug 1: C1CN1P(=S)(N2CC2)N3CC3. Drug 2: C1CCC(C(C1)N)N.C(=O)(C(=O)[O-])[O-].[Pt+4]. Cell line: TK-10. Synergy scores: CSS=23.0, Synergy_ZIP=-3.03, Synergy_Bliss=1.52, Synergy_Loewe=3.84, Synergy_HSA=5.29. (5) Drug 1: C1CCC(CC1)NC(=O)N(CCCl)N=O. Cell line: 786-0. Drug 2: N.N.Cl[Pt+2]Cl. Synergy scores: CSS=21.3, Synergy_ZIP=-6.43, Synergy_Bliss=-2.07, Synergy_Loewe=-6.06, Synergy_HSA=-2.03. (6) Drug 1: CC(C1=C(C=CC(=C1Cl)F)Cl)OC2=C(N=CC(=C2)C3=CN(N=C3)C4CCNCC4)N. Drug 2: CC1=C2C(C(=O)C3(C(CC4C(C3C(C(C2(C)C)(CC1OC(=O)C(C(C5=CC=CC=C5)NC(=O)OC(C)(C)C)O)O)OC(=O)C6=CC=CC=C6)(CO4)OC(=O)C)O)C)O. Cell line: A498. Synergy scores: CSS=27.3, Synergy_ZIP=-2.81, Synergy_Bliss=6.21, Synergy_Loewe=-1.20, Synergy_HSA=6.70. (7) Drug 1: CN(C)N=NC1=C(NC=N1)C(=O)N. Drug 2: CC(C)CN1C=NC2=C1C3=CC=CC=C3N=C2N. Cell line: SNB-19. Synergy scores: CSS=-0.555, Synergy_ZIP=1.59, Synergy_Bliss=0.909, Synergy_Loewe=-2.30, Synergy_HSA=-2.27.